Predict the product of the given reaction. From a dataset of Forward reaction prediction with 1.9M reactions from USPTO patents (1976-2016). Given the reactants Cl[C:2]1[CH:7]=[CH:6][C:5]([CH2:8][C:9]([O:11][C:12]([CH3:15])([CH3:14])[CH3:13])=[O:10])=[C:4]([N+:16]([O-:18])=[O:17])[CH:3]=1.B1(C=C)OB([CH:25]=[CH2:26])OB(C=C)O1.C1C=CN=CC=1.P([O-])([O-])([O-])=O.[K+].[K+].[K+], predict the reaction product. The product is: [N+:16]([C:4]1[CH:3]=[C:2]([CH:25]=[CH2:26])[CH:7]=[CH:6][C:5]=1[CH2:8][C:9]([O:11][C:12]([CH3:15])([CH3:14])[CH3:13])=[O:10])([O-:18])=[O:17].